Predict the reactants needed to synthesize the given product. From a dataset of Full USPTO retrosynthesis dataset with 1.9M reactions from patents (1976-2016). (1) Given the product [CH3:22][C:23]1([CH3:29])[CH2:25][CH:24]1[C:26]([NH:1][CH:2]1[CH2:7][CH2:6][N:5]([CH2:8][C:9]2[CH:14]=[CH:13][CH:12]=[CH:11][CH:10]=2)[CH2:4][CH2:3]1)=[O:27], predict the reactants needed to synthesize it. The reactants are: [NH2:1][CH:2]1[CH2:7][CH2:6][N:5]([CH2:8][C:9]2[CH:14]=[CH:13][CH:12]=[CH:11][CH:10]=2)[CH2:4][CH2:3]1.C(N(CC)CC)C.[CH3:22][C:23]1([CH3:29])[CH2:25][CH:24]1[C:26](Cl)=[O:27]. (2) Given the product [N:17]1[C:18]2[C:23](=[CH:22][CH:21]=[CH:20][CH:19]=2)[CH:24]=[C:15]([CH2:14][S:11]([CH2:10][C@@H:9]([N:8]([OH:33])[CH:6]=[O:5])[CH2:25][O:26][CH3:27])(=[O:13])=[O:12])[CH:16]=1, predict the reactants needed to synthesize it. The reactants are: C([O:5][C:6]([NH:8][C@@H:9]([CH2:25][O:26][CH3:27])[CH2:10][S:11]([CH2:14][C:15]1[CH:16]=[N:17][C:18]2[C:23]([CH:24]=1)=[CH:22][CH:21]=[CH:20][CH:19]=2)(=[O:13])=[O:12])=O)(C)(C)C.ClC1C=C(C=CC=1)C(OO)=[O:33]. (3) Given the product [C:3]1(=[O:15])[CH2:1][CH2:2][CH2:4][CH2:5][CH2:6][CH2:7][CH2:8][CH2:9][CH2:10][CH2:11][CH2:12][CH2:13][CH2:14]1, predict the reactants needed to synthesize it. The reactants are: [CH:1]([C:3]1([OH:15])[CH2:14][CH2:13][CH2:12][CH2:11][CH2:10][CH2:9][CH2:8][CH2:7][CH2:6][CH2:5][CH2:4]1)=[CH2:2].C1(=O)CCCCCCCCCCC1. (4) Given the product [Br:1][C:2]1[CH:7]=[C:6]([N+:15]([O-:17])=[O:16])[CH:5]=[C:4]([Br:8])[N+:3]=1[O-:9], predict the reactants needed to synthesize it. The reactants are: [Br:1][C:2]1[CH:7]=[CH:6][CH:5]=[C:4]([Br:8])[N+:3]=1[O-:9].S(=O)(=O)(O)O.[N+:15]([O-])([OH:17])=[O:16]. (5) Given the product [CH:1]1([CH:7]([N:18]2[CH2:23][CH2:22][C:21]([C:44]3[CH:49]=[CH:48][CH:47]=[C:46]([F:50])[CH:45]=3)([CH2:24][CH2:25][N:26]3[C@H:27]4[CH2:33][CH2:32][C@@H:31]3[CH2:30][CH:29]([N:34]3[C:38]5[CH:39]=[CH:40][CH:41]=[CH:42][C:37]=5[N:36]=[C:35]3[CH3:43])[CH2:28]4)[CH2:20][CH2:19]2)[C:8]([OH:10])=[O:9])[CH2:2][CH2:3][CH2:4][CH2:5][CH2:6]1, predict the reactants needed to synthesize it. The reactants are: [CH:1]1([CH:7]([N:18]2[CH2:23][CH2:22][C:21]([C:44]3[CH:49]=[CH:48][CH:47]=[C:46]([F:50])[CH:45]=3)([CH2:24][CH2:25][N:26]3[C@H:31]4[CH2:32][CH2:33][C@@H:27]3[CH2:28][CH:29]([N:34]3[C:38]5[CH:39]=[CH:40][CH:41]=[CH:42][C:37]=5[N:36]=[C:35]3[CH3:43])[CH2:30]4)[CH2:20][CH2:19]2)[C:8]([O:10]CC2C=CC=CC=2)=[O:9])[CH2:6][CH2:5][CH2:4][CH2:3][CH2:2]1.[H][H]. (6) Given the product [CH3:22][C@:16]12[CH2:15][CH2:14][C@H:13]3[C@@H:12]([CH2:11][CH2:10][C@@H:9]4[C@:4]3([CH3:3])[CH2:5][CH2:6][C@H:7]([OH:23])[CH2:8]4)[C@@H:17]1[CH2:18][CH2:19][CH2:20]2, predict the reactants needed to synthesize it. The reactants are: [OH-].[K+].[CH3:3][C@@:4]12[C@H:13]3[CH2:14][CH2:15][C@:16]4([CH3:22])[C:20](=O)[CH2:19][CH2:18][C@H:17]4[C@@H:12]3[CH2:11][CH2:10][C@H:9]1[CH2:8][C@@H:7]([OH:23])[CH2:6][CH2:5]2.O.NN.Cl. (7) Given the product [Cl:1][C:2]1[CH:7]=[CH:6][C:5]([C:8]2[CH2:9][C:10]([C:15]3[CH:28]=[CH:27][C:18]([NH:19][C:20](=[O:26])[O:21][C:22]([CH3:25])([CH3:24])[CH3:23])=[C:17]([CH3:29])[CH:16]=3)([C:11]([F:14])([F:13])[F:12])[N:32]([CH3:31])[N:33]=2)=[CH:4][CH:3]=1, predict the reactants needed to synthesize it. The reactants are: [Cl:1][C:2]1[CH:7]=[CH:6][C:5]([C:8](=O)[CH:9]=[C:10]([C:15]2[CH:28]=[CH:27][C:18]([NH:19][C:20](=[O:26])[O:21][C:22]([CH3:25])([CH3:24])[CH3:23])=[C:17]([CH3:29])[CH:16]=2)[C:11]([F:14])([F:13])[F:12])=[CH:4][CH:3]=1.[CH3:31][NH:32][NH2:33]. (8) The reactants are: [Br:1][C:2]1[CH:7]=[CH:6][C:5]([CH2:8][CH2:9][C:10](O)=[O:11])=[CH:4][CH:3]=1.[H-].[Al+3].[Li+].[H-].[H-].[H-].C(=O)([O-])O.[Na+]. Given the product [Br:1][C:2]1[CH:3]=[CH:4][C:5]([CH2:8][CH2:9][CH2:10][OH:11])=[CH:6][CH:7]=1, predict the reactants needed to synthesize it. (9) Given the product [Cl:26][C:22]1[CH:23]=[C:24]([CH3:25])[C:19]2[C:20](=[C:27]([NH2:28])[N:8]=[C:9]3[CH:14]=[CH:13][CH:12]=[CH:11][C:10]3=2)[N:21]=1, predict the reactants needed to synthesize it. The reactants are: C(OC([NH:8][C:9]1[CH:14]=[CH:13][CH:12]=[CH:11][C:10]=1B(O)O)=O)(C)(C)C.Br[C:19]1[C:20]([C:27]#[N:28])=[N:21][C:22]([Cl:26])=[CH:23][C:24]=1[CH3:25].C(=O)([O-])[O-].[Na+].[Na+].